This data is from Full USPTO retrosynthesis dataset with 1.9M reactions from patents (1976-2016). The task is: Predict the reactants needed to synthesize the given product. (1) Given the product [NH2:4][C:5]([NH2:25])=[N:6][C:7]([C:9]1[CH:21]=[CH:20][C:19]2[C:18]3[C:13](=[C:14]([CH2:22][OH:23])[CH:15]=[CH:16][CH:17]=3)[C:12](=[N:2][OH:3])[C:11]=2[CH:10]=1)=[O:8], predict the reactants needed to synthesize it. The reactants are: Cl.[NH2:2][OH:3].[NH2:4][C:5]([NH2:25])=[N:6][C:7]([C:9]1[CH:21]=[CH:20][C:19]2[C:18]3[C:13](=[C:14]([CH2:22][OH:23])[CH:15]=[CH:16][CH:17]=3)[C:12](=O)[C:11]=2[CH:10]=1)=[O:8]. (2) Given the product [F:10][C:11]1[CH:19]=[CH:18][CH:17]=[CH:16][C:12]=1[C:13]([N:64]1[CH2:65][CH2:66][N:61]([C:43](=[O:42])[CH2:44][NH:45][C:46](=[O:60])[C:47]2[CH:48]=[CH:49][C:50]([O:53][C:54]3[CH:55]=[CH:56][CH:57]=[CH:58][CH:59]=3)=[CH:51][CH:52]=2)[CH2:62][CH2:63]1)=[O:15], predict the reactants needed to synthesize it. The reactants are: CCN(C(C)C)C(C)C.[F:10][C:11]1[CH:19]=[CH:18][CH:17]=[CH:16][C:12]=1[C:13]([OH:15])=O.CCN=C=NCCCN(C)C.C1C=CC2N(O)N=NC=2C=1.Cl.[O:42]=[C:43]([N:61]1[CH2:66][CH2:65][NH:64][CH2:63][CH2:62]1)[CH2:44][NH:45][C:46](=[O:60])[C:47]1[CH:52]=[CH:51][C:50]([O:53][C:54]2[CH:59]=[CH:58][CH:57]=[CH:56][CH:55]=2)=[CH:49][CH:48]=1. (3) The reactants are: [N:1]1([C:10]([O:12][C:13]([CH3:16])([CH3:15])[CH3:14])=[O:11])[C:9]2[C:4](=[N:5][CH:6]=[CH:7][CH:8]=2)[CH:3]=[CH:2]1.[H][H]. Given the product [N:1]1([C:10]([O:12][C:13]([CH3:16])([CH3:15])[CH3:14])=[O:11])[C:9]2[C:4](=[N:5][CH:6]=[CH:7][CH:8]=2)[CH2:3][CH2:2]1, predict the reactants needed to synthesize it. (4) Given the product [O:4]1[C:8]2=[C:9]([N:13]3[CH2:18][CH2:17][N:16]([CH2:19][CH2:20][C@H:21]4[CH2:26][CH2:25][C@H:24]([NH:27][C:28](=[O:33])[CH2:29][CH2:30][CH2:31][CH3:32])[CH2:23][CH2:22]4)[CH2:15][CH2:14]3)[N:10]=[CH:11][CH:12]=[C:7]2[CH2:6][CH2:5]1, predict the reactants needed to synthesize it. The reactants are: Cl.Cl.Cl.[O:4]1[C:8]2=[C:9]([N:13]3[CH2:18][CH2:17][N:16]([CH2:19][CH2:20][C@H:21]4[CH2:26][CH2:25][C@H:24]([NH2:27])[CH2:23][CH2:22]4)[CH2:15][CH2:14]3)[N:10]=[CH:11][CH:12]=[C:7]2[CH2:6][CH2:5]1.[C:28](O)(=[O:33])[CH2:29][CH2:30][CH2:31][CH3:32]. (5) Given the product [Cl:1][C:2]1[CH:7]=[CH:6][C:5]2[N:8]([CH2:9][CH:10]3[CH2:11][CH2:12][O:13][CH2:14][CH2:15]3)[C:18]([NH2:17])=[N:16][C:4]=2[CH:3]=1, predict the reactants needed to synthesize it. The reactants are: [Cl:1][C:2]1[CH:3]=[C:4]([NH2:16])[C:5]([NH:8][CH2:9][CH:10]2[CH2:15][CH2:14][O:13][CH2:12][CH2:11]2)=[CH:6][CH:7]=1.[N:17]#[C:18]Br. (6) Given the product [NH2:18][C@@H:15]([C:12]1[CH:11]=[CH:10][C:9]([NH:8][C:6](=[O:7])[O:5][C:1]([CH3:3])([CH3:2])[CH3:4])=[CH:14][CH:13]=1)[CH2:16][OH:17], predict the reactants needed to synthesize it. The reactants are: [C:1]([O:5][C:6]([NH:8][C:9]1[CH:14]=[CH:13][C:12]([C@H:15]([NH:18]C(=O)OCC2C=CC=CC=2)[CH2:16][OH:17])=[CH:11][CH:10]=1)=[O:7])([CH3:4])([CH3:3])[CH3:2].